This data is from Full USPTO retrosynthesis dataset with 1.9M reactions from patents (1976-2016). The task is: Predict the reactants needed to synthesize the given product. (1) Given the product [CH2:15]([N:5]([C:6]1[C:7]([OH:36])=[C:8]([CH:9]=[CH:12][CH:13]=1)[CH:26]=[O:30])[CH2:1][CH2:2][CH2:3][CH3:4])[CH2:16][CH2:17][CH3:18], predict the reactants needed to synthesize it. The reactants are: [CH2:1]([N:5]([CH2:15][CH2:16][CH2:17][CH3:18])[C:6]1[CH:13]=[CH:12][C:9](C=O)=[C:8](O)[CH:7]=1)[CH2:2][CH2:3][CH3:4].C(N(CCCC)C1C=[C:26]([OH:30])C=CC=1)CCC.P(Cl)(Cl)(Cl)=[O:36].NC1C=C(O)C=CC=1. (2) Given the product [CH:20]1([C:23]2[CH:35]=[CH:34][C:26]([O:27][C:28](=[CH:32][CH3:33])[C:29]([NH:6][C:5]3[CH:7]=[CH:8][C:9]([O:10][CH2:11][CH2:12][O:13][CH:14]4[CH2:19][CH2:18][CH2:17][CH2:16][O:15]4)=[C:3]([O:2][CH3:1])[CH:4]=3)=[O:30])=[CH:25][CH:24]=2)[CH2:22][CH2:21]1, predict the reactants needed to synthesize it. The reactants are: [CH3:1][O:2][C:3]1[CH:4]=[C:5]([CH:7]=[CH:8][C:9]=1[O:10][CH2:11][CH2:12][O:13][CH:14]1[CH2:19][CH2:18][CH2:17][CH2:16][O:15]1)[NH2:6].[CH:20]1([C:23]2[CH:35]=[CH:34][C:26]([O:27][C:28](=[CH:32][CH3:33])[C:29](O)=[O:30])=[CH:25][CH:24]=2)[CH2:22][CH2:21]1.C1C=CC2N(O)N=NC=2C=1.C(N(CC)CC)C.C(N=C=NCCCN(C)C)C.Cl. (3) Given the product [C:39]([C:36]1[S:35][C:34]([NH:33][C:32]([NH:1][C:2]2[CH:7]=[CH:6][C:5]([C:8]#[C:9][C:10]3[C:15]([NH2:16])=[N:14][CH:13]=[N:12][C:11]=3[NH2:17])=[CH:4][CH:3]=2)=[O:31])=[N:38][N:37]=1)([CH3:42])([CH3:40])[CH3:41], predict the reactants needed to synthesize it. The reactants are: [NH2:1][C:2]1[CH:7]=[CH:6][C:5]([C:8]#[C:9][C:10]2[C:11]([NH2:17])=[N:12][CH:13]=[N:14][C:15]=2[NH2:16])=[CH:4][CH:3]=1.C(N(CC)CC)C.C1([O:31][C:32](=O)[NH:33][C:34]2[S:35][C:36]([C:39]([CH3:42])([CH3:41])[CH3:40])=[N:37][N:38]=2)C=CC=CC=1. (4) Given the product [C:23]([O:22][C:21]([NH:20][C@H:17]1[CH2:18][CH2:19][C@H:14]([NH:1][C:2]2[C:3]([CH3:12])=[C:4]([CH:9]=[CH:10][CH:11]=2)[C:5]([O:7][CH3:8])=[O:6])[CH2:15][CH2:16]1)=[O:27])([CH3:26])([CH3:24])[CH3:25], predict the reactants needed to synthesize it. The reactants are: [NH2:1][C:2]1[C:3]([CH3:12])=[C:4]([CH:9]=[CH:10][CH:11]=1)[C:5]([O:7][CH3:8])=[O:6].O=[C:14]1[CH2:19][CH2:18][CH:17]([NH:20][C:21](=[O:27])[O:22][C:23]([CH3:26])([CH3:25])[CH3:24])[CH2:16][CH2:15]1.C(O)(=O)C.C(O[BH-](OC(=O)C)OC(=O)C)(=O)C.[Na+]. (5) Given the product [CH3:39][O:38][C:35]1[CH:34]=[CH:33][C:32]([S:29]([N:4]2[CH2:5][CH2:6][CH2:7][CH:8]([NH:9][C:10](=[O:28])[C@@H:11]([NH:16][C:17](=[O:27])[CH2:18][O:19][CH2:20][C:21]3[CH:26]=[CH:25][CH:24]=[CH:23][CH:22]=3)[CH2:12][CH:13]([CH3:15])[CH3:14])[C:2](=[O:1])[CH2:3]2)(=[O:31])=[O:30])=[CH:37][CH:36]=1, predict the reactants needed to synthesize it. The reactants are: [OH:1][CH:2]1[CH:8]([NH:9][C:10](=[O:28])[C@@H:11]([NH:16][C:17](=[O:27])[CH2:18][O:19][CH2:20][C:21]2[CH:26]=[CH:25][CH:24]=[CH:23][CH:22]=2)[CH2:12][CH:13]([CH3:15])[CH3:14])[CH2:7][CH2:6][CH2:5][N:4]([S:29]([C:32]2[CH:37]=[CH:36][C:35]([O:38][CH3:39])=[CH:34][CH:33]=2)(=[O:31])=[O:30])[CH2:3]1.CC(OI1(OC(C)=O)(OC(C)=O)OC(=O)C2C=CC=CC1=2)=O. (6) Given the product [C:3]([O:7][C:8]([N:10]1[C:19]2[C:14](=[CH:15][CH:16]=[C:17]([CH2:20][CH2:21][O:22][C:23]3[CH:24]=[C:25]4[C:29](=[CH:30][CH:31]=3)[N:28]([CH:32]([C:39]3[CH:44]=[CH:43][CH:42]=[C:41]([O:45][CH2:46][C:47]5[CH:52]=[CH:51][CH:50]=[CH:49][CH:48]=5)[CH:40]=3)[CH2:33][C:34]([O:36][CH2:37][CH3:38])=[O:35])[CH:27]=[CH:26]4)[N:18]=2)[CH2:13][CH2:12][CH2:11]1)=[O:9])([CH3:4])([CH3:5])[CH3:6], predict the reactants needed to synthesize it. The reactants are: [Sm].[I-].[C:3]([O:7][C:8]([N:10]1[C:19]2[C:14](=[CH:15][CH:16]=[C:17]([CH2:20][CH2:21][O:22][C:23]3[CH:24]=[C:25]4[C:29](=[CH:30][CH:31]=3)[N:28]([C:32]([C:39]3[CH:44]=[CH:43][CH:42]=[C:41]([O:45][CH2:46][C:47]5[CH:52]=[CH:51][CH:50]=[CH:49][CH:48]=5)[CH:40]=3)=[CH:33][C:34]([O:36][CH2:37][CH3:38])=[O:35])[CH:27]=[CH:26]4)[N:18]=2)[CH2:13][CH2:12][CH2:11]1)=[O:9])([CH3:6])([CH3:5])[CH3:4].CN(C)P(N(C)C)(N(C)C)=O.CO.[Cl-].[NH4+]. (7) Given the product [CH:1]1([CH:4]([C:11]2[CH:16]=[CH:15][N:14]=[C:13]([O:17][CH2:18][CH:19]3[CH2:24][CH2:23][N:22]([C:25]4[C:30]([C:31](=[O:33])[N:47]([CH2:46][C:45]([CH3:57])([CH3:56])[CH3:44])[C:48]5[CH:53]=[C:52]([CH3:54])[N:51]=[C:50]([CH3:55])[N:49]=5)=[CH:29][N:28]=[C:27]([O:34][CH3:35])[CH:26]=4)[CH2:21][CH2:20]3)[CH:12]=2)[CH2:5][C:6]([O:8][CH2:9][CH3:10])=[O:7])[CH2:3][CH2:2]1, predict the reactants needed to synthesize it. The reactants are: [CH:1]1([CH:4]([C:11]2[CH:16]=[CH:15][N:14]=[C:13]([O:17][CH2:18][CH:19]3[CH2:24][CH2:23][N:22]([C:25]4[C:30]([C:31]([OH:33])=O)=[CH:29][N:28]=[C:27]([O:34][CH3:35])[CH:26]=4)[CH2:21][CH2:20]3)[CH:12]=2)[CH2:5][C:6]([O:8][CH2:9][CH3:10])=[O:7])[CH2:3][CH2:2]1.ClC(N(C)C)=C(C)C.[CH3:44][C:45]([CH3:57])([CH3:56])[CH2:46][NH:47][C:48]1[CH:53]=[C:52]([CH3:54])[N:51]=[C:50]([CH3:55])[N:49]=1.C(N(CC)CC)C. (8) Given the product [CH2:3]([O:5][C:6](=[O:30])[CH2:7][C:8]1[CH:13]=[CH:12][C:11]([O:14][CH3:15])=[C:10]([C:16]2[C:17]([CH2:26][N:27]([CH2:28][CH3:29])[C:34](=[O:35])[CH2:33][O:32][CH3:31])=[N:18][C:19]3[C:24]([CH:25]=2)=[CH:23][CH:22]=[CH:21][CH:20]=3)[CH:9]=1)[CH3:4], predict the reactants needed to synthesize it. The reactants are: Cl.Cl.[CH2:3]([O:5][C:6](=[O:30])[CH2:7][C:8]1[CH:13]=[CH:12][C:11]([O:14][CH3:15])=[C:10]([C:16]2[C:17]([CH2:26][NH:27][CH2:28][CH3:29])=[N:18][C:19]3[C:24]([CH:25]=2)=[CH:23][CH:22]=[CH:21][CH:20]=3)[CH:9]=1)[CH3:4].[CH3:31][O:32][CH2:33][C:34](Cl)=[O:35]. (9) Given the product [CH3:2][CH:3]1[CH2:12][CH2:11][CH:10]([CH3:13])[C:9]2[CH:8]=[C:7]([C:14]3[N:15]=[C:16]([N:19]4[CH2:24][CH2:23][CH:22]([NH:25][CH2:35][CH2:34][OH:33])[CH2:21][CH2:20]4)[S:17][CH:18]=3)[CH:6]=[CH:5][C:4]1=2, predict the reactants needed to synthesize it. The reactants are: Cl.[CH3:2][CH:3]1[CH2:12][CH2:11][CH:10]([CH3:13])[C:9]2[CH:8]=[C:7]([C:14]3[N:15]=[C:16]([N:19]4[CH2:24][CH2:23][CH:22]([NH2:25])[CH2:21][CH2:20]4)[S:17][CH:18]=3)[CH:6]=[CH:5][C:4]1=2.[Si]([O:33][CH2:34][CH:35]=O)(C(C)(C)C)(C)C.Cl.